This data is from Forward reaction prediction with 1.9M reactions from USPTO patents (1976-2016). The task is: Predict the product of the given reaction. The product is: [Cl:1][C:2]1[C:3]([C:13]#[N:14])=[N:4][CH:5]=[C:6]([C:8]([F:11])([F:10])[F:9])[CH:7]=1. Given the reactants [Cl:1][C:2]1[C:3](F)=[N:4][CH:5]=[C:6]([C:8]([F:11])([F:10])[F:9])[CH:7]=1.[C-:13]#[N:14].[K+], predict the reaction product.